From a dataset of Forward reaction prediction with 1.9M reactions from USPTO patents (1976-2016). Predict the product of the given reaction. (1) Given the reactants [N:1]1[N:2]=[C:3]([C:10]2[CH:19]=[CH:18][C:17]3[C:12](=[C:13]([O:20][CH2:21][C:22]4([O:36][CH3:37])[CH2:28][CH2:27][CH2:26][N:25](C(OC(C)(C)C)=O)[CH2:24][CH2:23]4)[CH:14]=[CH:15][CH:16]=3)[N:11]=2)[N:4]2[CH:9]=[CH:8][CH:7]=[CH:6][C:5]=12.FC(F)(F)C(O)=O, predict the reaction product. The product is: [N:1]1[N:2]=[C:3]([C:10]2[CH:19]=[CH:18][C:17]3[C:12](=[C:13]([O:20][CH2:21][C:22]4([O:36][CH3:37])[CH2:28][CH2:27][CH2:26][NH:25][CH2:24][CH2:23]4)[CH:14]=[CH:15][CH:16]=3)[N:11]=2)[N:4]2[CH:9]=[CH:8][CH:7]=[CH:6][C:5]=12. (2) Given the reactants [F:1][C:2]([F:28])([F:27])[C:3]1[CH:4]=[C:5]([C:13]2[N:17]=[CH:16][N:15](/[CH:18]=[C:19](/[Br:26])\[C:20]([O:22]C(C)C)=[O:21])[N:14]=2)[CH:6]=[C:7]([C:9]([F:12])([F:11])[F:10])[CH:8]=1.[OH-].[Li+].Cl, predict the reaction product. The product is: [F:27][C:2]([F:1])([F:28])[C:3]1[CH:4]=[C:5]([C:13]2[N:17]=[CH:16][N:15](/[CH:18]=[C:19](/[Br:26])\[C:20]([OH:22])=[O:21])[N:14]=2)[CH:6]=[C:7]([C:9]([F:10])([F:11])[F:12])[CH:8]=1. (3) Given the reactants CO[C:3](=[O:20])[CH:4]([NH:10][C:11](=[O:19])[C:12]1[CH:17]=[CH:16][C:15]([Cl:18])=[CH:14][CH:13]=1)[C:5](=[O:9])[CH:6]([CH3:8])[CH3:7].[CH2:21]([NH2:28])[C:22]1[CH:27]=[CH:26][CH:25]=[CH:24][CH:23]=1.C1(C)C=CC(S(O)(=O)=O)=CC=1.O, predict the reaction product. The product is: [CH2:21]([NH:28][C:3]([CH:4]([NH:10][C:11](=[O:19])[C:12]1[CH:13]=[CH:14][C:15]([Cl:18])=[CH:16][CH:17]=1)[C:5](=[O:9])[CH:6]([CH3:7])[CH3:8])=[O:20])[C:22]1[CH:27]=[CH:26][CH:25]=[CH:24][CH:23]=1. (4) Given the reactants S(Cl)(Cl)=O.[CH2:5]([O:8][C:9]1[C:18]2[C:13](=[CH:14][CH:15]=[CH:16][CH:17]=2)[C:12]([O:19][CH2:20][CH2:21][CH3:22])=[C:11]([C:23]([OH:25])=[O:24])[C:10]=1[C:26]([OH:28])=O)[CH2:6][CH3:7], predict the reaction product. The product is: [CH2:5]([O:8][C:9]1[C:10]2[C:26](=[O:28])[O:24][C:23](=[O:25])[C:11]=2[C:12]([O:19][CH2:20][CH2:21][CH3:22])=[C:13]2[C:18]=1[CH:17]=[CH:16][CH:15]=[CH:14]2)[CH2:6][CH3:7]. (5) Given the reactants [F:1][C:2]1[CH:9]=[C:6]([CH:7]=[O:8])[C:5]([OH:10])=[CH:4][CH:3]=1.[CH:11]1(OS(C)(=O)=O)[CH2:15][CH2:14][CH2:13][CH2:12]1.C(=O)([O-])[O-].[K+].[K+], predict the reaction product. The product is: [CH:11]1([O:10][C:5]2[CH:4]=[CH:3][C:2]([F:1])=[CH:9][C:6]=2[CH:7]=[O:8])[CH2:15][CH2:14][CH2:13][CH2:12]1. (6) Given the reactants [CH2:1]([N:3]([CH2:8][CH3:9])[CH2:4][CH2:5][CH2:6][NH2:7])[CH3:2].F[C:11]1[CH:16]=[CH:15][CH:14]=[CH:13][C:12]=1[S:17]([NH:20][C:21]1[C:30]([C:31]([OH:33])=[O:32])=[C:29]2[C:24]([CH:25]3[CH2:34][CH:26]3[CH2:27][O:28]2)=[CH:23][CH:22]=1)(=[O:19])=[O:18], predict the reaction product. The product is: [CH2:1]([N:3]([CH2:8][CH3:9])[CH2:4][CH2:5][CH2:6][NH:7][C:11]1[CH:16]=[CH:15][CH:14]=[CH:13][C:12]=1[S:17]([NH:20][C:21]1[C:30]([C:31]([OH:33])=[O:32])=[C:29]2[C:24]([CH:25]3[CH2:34][CH:26]3[CH2:27][O:28]2)=[CH:23][CH:22]=1)(=[O:19])=[O:18])[CH3:2]. (7) Given the reactants [O:1]1[CH2:6][CH2:5][CH:4]=[C:3]([C:7]2[N:12]=[C:11]([F:13])[C:10]3[O:14][C:15]4[C:20]([C@@:21]5([CH2:26][CH2:25][O:24][C:23]([NH2:27])=[N:22]5)[C:9]=3[CH:8]=2)=[CH:19][C:18]([NH2:28])=[CH:17][CH:16]=4)[CH2:2]1.[Cl:29][C:30]1[CH:31]=[CH:32][C:33]([C:36](O)=[O:37])=[N:34][CH:35]=1.CCN(C(C)C)C(C)C, predict the reaction product. The product is: [NH2:27][C:23]1[O:24][CH2:25][CH2:26][C@:21]2([C:9]3[CH:8]=[C:7]([C:3]4[CH2:2][O:1][CH2:6][CH2:5][CH:4]=4)[N:12]=[C:11]([F:13])[C:10]=3[O:14][C:15]3[C:20]2=[CH:19][C:18]([NH:28][C:36](=[O:37])[C:33]2[CH:32]=[CH:31][C:30]([Cl:29])=[CH:35][N:34]=2)=[CH:17][CH:16]=3)[N:22]=1. (8) Given the reactants [CH3:1][C:2]1[O:6][C:5]([CH2:7][CH:8]2[CH2:13][CH2:12][N:11]([C:14](=[O:17])[CH:15]=[CH2:16])[CH2:10][CH2:9]2)=[N:4][N:3]=1.Br[C:19]1[C:31]([Cl:32])=[CH:30][CH:29]=[CH:28][C:20]=1[CH2:21][N:22]1[N:26]=[N:25][C:24]([CH3:27])=[N:23]1, predict the reaction product. The product is: [Cl:32][C:31]1[CH:30]=[CH:29][CH:28]=[C:20]([CH2:21][N:22]2[N:26]=[N:25][C:24]([CH3:27])=[N:23]2)[C:19]=1/[CH:16]=[CH:15]/[C:14]([N:11]1[CH2:12][CH2:13][CH:8]([CH2:7][C:5]2[O:6][C:2]([CH3:1])=[N:3][N:4]=2)[CH2:9][CH2:10]1)=[O:17]. (9) Given the reactants C(OC(=O)[NH:7][C@H:8]([C:20](=[O:23])[NH:21][CH3:22])[CH2:9][C:10]1[CH:19]=[CH:18][C:17]2[C:12](=[CH:13][CH:14]=[CH:15][CH:16]=2)[CH:11]=1)(C)(C)C.FC(F)(F)C(O)=O, predict the reaction product. The product is: [NH2:7][C@@H:8]([CH2:9][C:10]1[CH:19]=[CH:18][C:17]2[C:12](=[CH:13][CH:14]=[CH:15][CH:16]=2)[CH:11]=1)[C:20]([NH:21][CH3:22])=[O:23].